Dataset: Catalyst prediction with 721,799 reactions and 888 catalyst types from USPTO. Task: Predict which catalyst facilitates the given reaction. (1) Reactant: [C:1]1([S:7]([NH2:10])(=[O:9])=[O:8])[CH:6]=[CH:5][CH:4]=[CH:3][CH:2]=1.[CH:11](=O)[C:12]1[CH:17]=[CH:16][CH:15]=[CH:14][CH:13]=1.O. Product: [CH:11](=[N:10][S:7]([C:1]1[CH:6]=[CH:5][CH:4]=[CH:3][CH:2]=1)(=[O:9])=[O:8])[C:12]1[CH:17]=[CH:16][CH:15]=[CH:14][CH:13]=1. The catalyst class is: 11. (2) Reactant: C(OC([NH:11][C@H:12]([CH2:16][OH:17])[C:13]([OH:15])=O)=O)C1C=CC=CC=1.C[N:19]1[CH2:24][CH2:23]O[CH2:21][CH2:20]1.Cl[C:26](OCC(C)C)=O.N1CCCC1. Product: [NH2:11][C@H:12]([CH2:16][OH:17])[C:13]([N:19]1[CH2:20][CH2:21][CH2:26][CH2:23][CH2:24]1)=[O:15]. The catalyst class is: 7. (3) Reactant: CO.[CH:3]1([N:9]2[CH2:14][CH2:13][NH:12][CH2:11][CH2:10]2)[CH2:8][CH2:7][CH2:6][CH2:5][CH2:4]1.[C:15]1([CH2:21][CH:22]=O)[CH:20]=[CH:19][CH:18]=[CH:17][CH:16]=1.C(O[BH-](OC(=O)C)OC(=O)C)(=O)C.[Na+]. Product: [C:15]1([CH2:21][CH2:22][N:12]2[CH2:13][CH2:14][N:9]([CH:3]3[CH2:8][CH2:7][CH2:6][CH2:5][CH2:4]3)[CH2:10][CH2:11]2)[CH:20]=[CH:19][CH:18]=[CH:17][CH:16]=1. The catalyst class is: 4.